From a dataset of Catalyst prediction with 721,799 reactions and 888 catalyst types from USPTO. Predict which catalyst facilitates the given reaction. (1) Reactant: [CH:1]1([N:7]2[C:12]([OH:13])=[C:11]([C:14]([NH:16][CH2:17][C:18]([O:20]CC)=[O:19])=[O:15])[C:10](=[O:23])[NH:9][C:8]2=[O:24])[CH2:6][CH2:5][CH2:4][CH2:3][CH2:2]1.C(=O)([O-])[O-].[K+].[K+].[CH3:31][C:32]1[CH:39]=[C:38]([CH3:40])[CH:37]=[C:36]([CH3:41])[C:33]=1[CH2:34]Cl.Cl. Product: [CH:1]1([N:7]2[C:12]([OH:13])=[C:11]([C:14]([NH:16][CH2:17][C:18]([OH:20])=[O:19])=[O:15])[C:10](=[O:23])[N:9]([CH2:34][C:33]3[C:36]([CH3:41])=[CH:37][C:38]([CH3:40])=[CH:39][C:32]=3[CH3:31])[C:8]2=[O:24])[CH2:2][CH2:3][CH2:4][CH2:5][CH2:6]1. The catalyst class is: 44. (2) Reactant: [N:1]([C:4]([CH3:10])([CH3:9])[CH2:5][C:6](O)=[O:7])=[N+:2]=[N-:3].S(Cl)([Cl:13])=O. Product: [N:1]([C:4]([CH3:10])([CH3:9])[CH2:5][C:6]([Cl:13])=[O:7])=[N+:2]=[N-:3]. The catalyst class is: 68. (3) The catalyst class is: 8. Reactant: [Br:1][C:2]1[CH:7]=[CH:6][C:5](B(O)O)=[CH:4][C:3]=1[F:11].Br[C:13]1[N:18]=[CH:17][CH:16]=[CH:15][N:14]=1.C(=O)([O-])[O-].[Na+].[Na+].C1(C)C=CC=CC=1. Product: [Br:1][C:2]1[CH:7]=[CH:6][C:5]([C:13]2[N:18]=[CH:17][CH:16]=[CH:15][N:14]=2)=[CH:4][C:3]=1[F:11]. (4) Reactant: C(O[C:4](=[C:11]1[C:19]2[C:14](=[CH:15][CH:16]=[C:17]([N+:20]([O-:22])=[O:21])[CH:18]=2)[NH:13][C:12]1=[O:23])[C:5]1[CH:10]=[CH:9][CH:8]=[CH:7][CH:6]=1)C.[CH3:24][O:25][CH:26]1[CH2:31][CH2:30][N:29]([CH2:32][C:33]2[CH:39]=[CH:38][C:36]([NH2:37])=[CH:35][CH:34]=2)[CH2:28][CH2:27]1. Product: [CH3:24][O:25][CH:26]1[CH2:31][CH2:30][N:29]([CH2:32][C:33]2[CH:34]=[CH:35][C:36]([NH:37]/[C:4](=[C:11]3\[C:12](=[O:23])[NH:13][C:14]4[C:15]\3=[CH:16][C:17]([N+:20]([O-:22])=[O:21])=[CH:18][CH:19]=4)/[C:5]3[CH:10]=[CH:9][CH:8]=[CH:7][CH:6]=3)=[CH:38][CH:39]=2)[CH2:28][CH2:27]1. The catalyst class is: 3.